Dataset: HIV replication inhibition screening data with 41,000+ compounds from the AIDS Antiviral Screen. Task: Binary Classification. Given a drug SMILES string, predict its activity (active/inactive) in a high-throughput screening assay against a specified biological target. (1) The molecule is N#CC(=Cn1ccc(=O)[nH]c1=S)c1nc2ccccc2s1. The result is 0 (inactive). (2) The molecule is Cc1c(O)ccc2c(O)c(NC(=O)c3ccc4c(c3)CCC(C)(C)O4)c(=O)oc12. The result is 0 (inactive). (3) The drug is C#CC(C)(C)Oc1ccc2c(=O)c(-c3ccccc3)coc2c1. The result is 0 (inactive). (4) The drug is Cc1ccc(S(=O)(=O)N2CCSCCSCCSCCSCC2)cc1. The result is 0 (inactive). (5) The drug is CC(=O)NC1=NC(=O)C(=Cc2ccccc2Cl)N1C. The result is 0 (inactive). (6) The drug is Cc1ccc(-c2nc3ccccc3c(=O)n2NCC2(O)OCC(O)C(O)C2O)cc1.O=C(O)C(=O)O. The result is 0 (inactive). (7) The drug is C1=CC2(CCC13OCCO3)COc1ccccc12. The result is 0 (inactive).